From a dataset of Full USPTO retrosynthesis dataset with 1.9M reactions from patents (1976-2016). Predict the reactants needed to synthesize the given product. (1) The reactants are: C[O:2][C:3](=[O:32])[C:4]1[CH:9]=[CH:8][C:7]([O:10][CH2:11][CH2:12][CH2:13][O:14][C:15]2[CH:20]=[CH:19][C:18]([C:21]([OH:30])([C:26]([F:29])([F:28])[F:27])[C:22]([F:25])([F:24])[F:23])=[CH:17][C:16]=2[CH3:31])=[CH:6][CH:5]=1.[Li+].[OH-].OS([O-])(=O)=O.[K+]. Given the product [CH3:31][C:16]1[CH:17]=[C:18]([C:21]([OH:30])([C:22]([F:25])([F:23])[F:24])[C:26]([F:27])([F:29])[F:28])[CH:19]=[CH:20][C:15]=1[O:14][CH2:13][CH2:12][CH2:11][O:10][C:7]1[CH:6]=[CH:5][C:4]([C:3]([OH:32])=[O:2])=[CH:9][CH:8]=1, predict the reactants needed to synthesize it. (2) Given the product [CH2:2]([O:4][C:5]1[CH:10]=[CH:9][N:8]=[C:7]([NH:11][C:12]2[C:13]3[CH2:19][N:18]([C:32]([Cl:31])=[O:34])[C:17]([CH3:20])([CH3:21])[C:14]=3[NH:15][N:16]=2)[N:6]=1)[CH3:3], predict the reactants needed to synthesize it. The reactants are: Cl.[CH2:2]([O:4][C:5]1[CH:10]=[CH:9][N:8]=[C:7]([NH:11][C:12]2[C:13]3[CH2:19][NH:18][C:17]([CH3:21])([CH3:20])[C:14]=3[NH:15][N:16]=2)[N:6]=1)[CH3:3].C(N(C(C)C)CC)(C)C.[Cl:31][C:32](Cl)([O:34]C(=O)OC(Cl)(Cl)Cl)Cl. (3) Given the product [NH2:1][C:2]1[C:7]([CH:8]2[NH:10][C:11]3[CH:18]=[CH:17][CH:16]=[C:13]([C:14]#[N:15])[C:12]=3[O:9]2)=[CH:6][CH:5]=[CH:4][N:3]=1, predict the reactants needed to synthesize it. The reactants are: [NH2:1][C:2]1[C:7]([CH:8]=[O:9])=[CH:6][CH:5]=[CH:4][N:3]=1.[NH2:10][C:11]1[C:12](O)=[C:13]([CH:16]=[CH:17][CH:18]=1)[C:14]#[N:15]. (4) Given the product [CH3:11][O:12][C:13]1[CH:14]=[CH:15][C:16]([C:19]([C:21]2[N:22]([CH2:26][CH:27]=[CH2:28])[CH:23]=[C:24]([CH:4]=[O:5])[CH:25]=2)=[O:20])=[CH:17][CH:18]=1, predict the reactants needed to synthesize it. The reactants are: CN([CH:4]=[O:5])C.O=P(Cl)(Cl)Cl.[CH3:11][O:12][C:13]1[CH:18]=[CH:17][C:16]([C:19]([C:21]2[N:22]([CH2:26][CH:27]=[CH2:28])[CH:23]=[CH:24][CH:25]=2)=[O:20])=[CH:15][CH:14]=1.C([O-])(=O)C.[Na+].